This data is from Forward reaction prediction with 1.9M reactions from USPTO patents (1976-2016). The task is: Predict the product of the given reaction. (1) Given the reactants Br[C:2]1[N:6]([CH2:7][C:8]([N:10]2[CH2:15][CH2:14][N:13]([C:16]3[CH:21]=[CH:20][CH:19]=[CH:18][N:17]=3)[CH2:12][CH2:11]2)=[O:9])[N:5]=[C:4]([C:22]2[CH:27]=[CH:26][C:25]([F:28])=[CH:24][CH:23]=2)[N:3]=1.C(N(CC)CC)C.[C:36]([C:38]1[CH:43]=[CH:42][CH:41]=[CH:40][CH:39]=1)#[CH:37], predict the reaction product. The product is: [F:28][C:25]1[CH:26]=[CH:27][C:22]([C:4]2[N:3]=[C:2]([C:37]#[C:36][C:38]3[CH:43]=[CH:42][CH:41]=[CH:40][CH:39]=3)[N:6]([CH2:7][C:8]([N:10]3[CH2:15][CH2:14][N:13]([C:16]4[CH:21]=[CH:20][CH:19]=[CH:18][N:17]=4)[CH2:12][CH2:11]3)=[O:9])[N:5]=2)=[CH:23][CH:24]=1. (2) Given the reactants Cl[C:2]1[N:7]=[C:6]([N:8]([CH:18]2[CH2:20][CH2:19]2)[CH2:9][C:10]2[CH:15]=[CH:14][C:13]([O:16][CH3:17])=[CH:12][CH:11]=2)[C:5]2=[N:21][CH:22]=[C:23]([C:24]#[N:25])[N:4]2[N:3]=1.[NH2:26][C:27]1[CH:28]=[C:29]([CH:32]=[C:33]([N:36]2[CH2:41][CH2:40][CH:39]([O:42][Si:43]([C:46]([CH3:49])([CH3:48])[CH3:47])([CH3:45])[CH3:44])[CH2:38][CH2:37]2)[C:34]=1[Cl:35])[C:30]#[N:31].CC1(C)C2C(=C(P(C3C=CC=CC=3)C3C=CC=CC=3)C=CC=2)OC2C(P(C3C=CC=CC=3)C3C=CC=CC=3)=CC=CC1=2.C(=O)([O-])[O-].[Cs+].[Cs+], predict the reaction product. The product is: [Si:43]([O:42][CH:39]1[CH2:38][CH2:37][N:36]([C:33]2[C:34]([Cl:35])=[C:27]([NH:26][C:2]3[N:7]=[C:6]([N:8]([CH:18]4[CH2:20][CH2:19]4)[CH2:9][C:10]4[CH:15]=[CH:14][C:13]([O:16][CH3:17])=[CH:12][CH:11]=4)[C:5]4=[N:21][CH:22]=[C:23]([C:24]#[N:25])[N:4]4[N:3]=3)[CH:28]=[C:29]([C:30]#[N:31])[CH:32]=2)[CH2:41][CH2:40]1)([C:46]([CH3:49])([CH3:48])[CH3:47])([CH3:44])[CH3:45]. (3) Given the reactants [CH:1]1[C:6]([OH:7])=[CH:5][CH:4]=[CH:3][C:2]=1[CH3:8].[OH:9]O, predict the reaction product. The product is: [CH3:8][C:2]1[C:3](=[O:9])[CH:4]=[CH:5][C:6](=[O:7])[CH:1]=1. (4) Given the reactants [Br:1][C:2]1[CH:7]=[CH:6][C:5]([I:8])=[CH:4][C:3]=1[C:9]([C:11]1[CH:20]=[CH:19][C:14]2[O:15][CH2:16][CH2:17][O:18][C:13]=2[CH:12]=1)=O.C([SiH](CC)CC)C.B(F)(F)F.CCOCC, predict the reaction product. The product is: [Br:1][C:2]1[CH:7]=[CH:6][C:5]([I:8])=[CH:4][C:3]=1[CH2:9][C:11]1[CH:20]=[CH:19][C:14]2[O:15][CH2:16][CH2:17][O:18][C:13]=2[CH:12]=1. (5) Given the reactants C([N:4]1[C:13]2[C:12]3=[N:14][C:15]([CH3:23])=[C:16]([C:17]4[CH:22]=[CH:21][CH:20]=[CH:19][CH:18]=4)[N:11]3[CH:10]=[CH:9][C:8]=2[C@@H:7]([O:24][CH2:25][CH2:26][O:27][CH3:28])[C@H:6]([O:29]C(=O)C(C)(C)C)[C@H:5]1[C:36]1[CH:41]=[CH:40][CH:39]=[CH:38][CH:37]=1)(=O)C.C(=O)([O-])[O-].[K+].[K+], predict the reaction product. The product is: [C:17]1([C:16]2[N:11]3[CH:10]=[CH:9][C:8]4[C@@H:7]([O:24][CH2:25][CH2:26][O:27][CH3:28])[C@H:6]([OH:29])[C@@H:5]([C:36]5[CH:41]=[CH:40][CH:39]=[CH:38][CH:37]=5)[NH:4][C:13]=4[C:12]3=[N:14][C:15]=2[CH3:23])[CH:22]=[CH:21][CH:20]=[CH:19][CH:18]=1. (6) Given the reactants [ClH:1].[N:2]12[CH2:9][CH2:8][CH:5]([CH2:6][CH2:7]1)[C@@H:4]([NH:10][C:11]([C:13]1[O:14][C:15]3[C:21]([C:22]4[CH:23]=[C:24]([CH:28]=[CH:29][CH:30]=4)[C:25]([OH:27])=O)=[CH:20][CH:19]=[CH:18][C:16]=3[CH:17]=1)=[O:12])[CH2:3]2.[CH2:31]([NH2:35])[CH:32]([CH3:34])[CH3:33], predict the reaction product. The product is: [ClH:1].[N:2]12[CH2:7][CH2:6][CH:5]([CH2:8][CH2:9]1)[C@@H:4]([NH:10][C:11]([C:13]1[O:14][C:15]3[C:21]([C:22]4[CH:30]=[CH:29][CH:28]=[C:24]([C:25]([NH:35][CH2:31][CH:32]([CH3:34])[CH3:33])=[O:27])[CH:23]=4)=[CH:20][CH:19]=[CH:18][C:16]=3[CH:17]=1)=[O:12])[CH2:3]2. (7) Given the reactants [NH2:1][C:2]1[N:7]=[C:6]([NH:8][C@H:9]2[CH2:14][CH2:13][C@H:12]([OH:15])[CH2:11][CH2:10]2)[C:5](/[CH:16]=[CH:17]/[C:18](OCC)=[O:19])=[C:4]([CH3:23])[N:3]=1.CC(C)([O-])C.[K+], predict the reaction product. The product is: [NH2:1][C:2]1[N:3]=[C:4]([CH3:23])[C:5]2[CH:16]=[CH:17][C:18](=[O:19])[N:8]([C@H:9]3[CH2:14][CH2:13][C@H:12]([OH:15])[CH2:11][CH2:10]3)[C:6]=2[N:7]=1.